Predict the reaction yield, written as a fraction of the theoretical maximum amount of product (1.0 means a 100% yield; for example, 0.34 means a 34% yield). From a dataset of Reaction yield outcomes from USPTO patents with 853,638 reactions. The reactants are [Br:1][C:2]1[CH:3]=[C:4]2[C:10]([C:11]3[CH:16]=[CH:15][CH:14]=[CH:13][C:12]=3[O:17][CH3:18])=[N:9][N:8](COCC[Si](C)(C)C)[C:5]2=[N:6][CH:7]=1.[F-].C([N+](CCCC)(CCCC)CCCC)CCC.C(O)(=O)C. The catalyst is C1COCC1.CO. The product is [Br:1][C:2]1[CH:3]=[C:4]2[C:10]([C:11]3[CH:16]=[CH:15][CH:14]=[CH:13][C:12]=3[O:17][CH3:18])=[N:9][NH:8][C:5]2=[N:6][CH:7]=1. The yield is 0.970.